This data is from NCI-60 drug combinations with 297,098 pairs across 59 cell lines. The task is: Regression. Given two drug SMILES strings and cell line genomic features, predict the synergy score measuring deviation from expected non-interaction effect. (1) Drug 1: CC12CCC(CC1=CCC3C2CCC4(C3CC=C4C5=CN=CC=C5)C)O. Drug 2: COC1=CC(=CC(=C1O)OC)C2C3C(COC3=O)C(C4=CC5=C(C=C24)OCO5)OC6C(C(C7C(O6)COC(O7)C8=CC=CS8)O)O. Cell line: SK-MEL-2. Synergy scores: CSS=43.3, Synergy_ZIP=-0.548, Synergy_Bliss=-0.653, Synergy_Loewe=-32.6, Synergy_HSA=-2.05. (2) Drug 1: CN(CCCl)CCCl.Cl. Drug 2: C(CCl)NC(=O)N(CCCl)N=O. Cell line: SK-MEL-5. Synergy scores: CSS=14.8, Synergy_ZIP=-5.03, Synergy_Bliss=0.119, Synergy_Loewe=-3.48, Synergy_HSA=0.352. (3) Drug 1: C1=NC2=C(N=C(N=C2N1C3C(C(C(O3)CO)O)O)F)N. Drug 2: CCC(=C(C1=CC=CC=C1)C2=CC=C(C=C2)OCCN(C)C)C3=CC=CC=C3.C(C(=O)O)C(CC(=O)O)(C(=O)O)O. Cell line: ACHN. Synergy scores: CSS=7.82, Synergy_ZIP=-3.64, Synergy_Bliss=-5.11, Synergy_Loewe=-7.72, Synergy_HSA=-3.94. (4) Drug 1: C1CN1C2=NC(=NC(=N2)N3CC3)N4CC4. Drug 2: C(CCl)NC(=O)N(CCCl)N=O. Cell line: HS 578T. Synergy scores: CSS=23.7, Synergy_ZIP=-6.74, Synergy_Bliss=-2.97, Synergy_Loewe=1.18, Synergy_HSA=2.04. (5) Drug 2: C1CNP(=O)(OC1)N(CCCl)CCCl. Synergy scores: CSS=9.12, Synergy_ZIP=-0.545, Synergy_Bliss=2.05, Synergy_Loewe=-0.670, Synergy_HSA=1.70. Drug 1: CC1=C(C(=CC=C1)Cl)NC(=O)C2=CN=C(S2)NC3=CC(=NC(=N3)C)N4CCN(CC4)CCO. Cell line: SK-MEL-28. (6) Drug 1: CC1=C(C=C(C=C1)NC2=NC=CC(=N2)N(C)C3=CC4=NN(C(=C4C=C3)C)C)S(=O)(=O)N.Cl. Drug 2: C1=CC(=C2C(=C1NCCNCCO)C(=O)C3=C(C=CC(=C3C2=O)O)O)NCCNCCO. Cell line: OVCAR-4. Synergy scores: CSS=29.4, Synergy_ZIP=-2.26, Synergy_Bliss=3.26, Synergy_Loewe=-21.1, Synergy_HSA=5.12. (7) Drug 1: CC1OCC2C(O1)C(C(C(O2)OC3C4COC(=O)C4C(C5=CC6=C(C=C35)OCO6)C7=CC(=C(C(=C7)OC)O)OC)O)O. Drug 2: CC1C(C(CC(O1)OC2CC(CC3=C2C(=C4C(=C3O)C(=O)C5=C(C4=O)C(=CC=C5)OC)O)(C(=O)C)O)N)O.Cl. Cell line: SF-295. Synergy scores: CSS=63.8, Synergy_ZIP=7.95, Synergy_Bliss=8.48, Synergy_Loewe=12.1, Synergy_HSA=12.2.